Dataset: Peptide-MHC class I binding affinity with 185,985 pairs from IEDB/IMGT. Task: Regression. Given a peptide amino acid sequence and an MHC pseudo amino acid sequence, predict their binding affinity value. This is MHC class I binding data. (1) The MHC is HLA-A02:01 with pseudo-sequence HLA-A02:01. The peptide sequence is EALNIALVAV. The binding affinity (normalized) is 0.461. (2) The binding affinity (normalized) is 0.978. The MHC is HLA-A68:01 with pseudo-sequence HLA-A68:01. The peptide sequence is IAEYIAGLK. (3) The binding affinity (normalized) is 0.0104. The peptide sequence is SPLFLIVAA. The MHC is HLA-B53:01 with pseudo-sequence HLA-B53:01. (4) The peptide sequence is GALPQGMVL. The MHC is H-2-Dd with pseudo-sequence H-2-Dd. The binding affinity (normalized) is 0.0278. (5) The peptide sequence is SITPNNLNKI. The MHC is HLA-A68:02 with pseudo-sequence HLA-A68:02. The binding affinity (normalized) is 0. (6) The peptide sequence is AEIDRSFKP. The MHC is HLA-B44:02 with pseudo-sequence HLA-B44:02. The binding affinity (normalized) is 0.0847. (7) The peptide sequence is ASGNLLLDK. The MHC is HLA-A11:01 with pseudo-sequence HLA-A11:01. The binding affinity (normalized) is 0.686. (8) The peptide sequence is YAAVVPLVY. The MHC is HLA-B57:01 with pseudo-sequence HLA-B57:01. The binding affinity (normalized) is 0.166. (9) The peptide sequence is SRWAISHWL. The MHC is HLA-B39:01 with pseudo-sequence HLA-B39:01. The binding affinity (normalized) is 0.666. (10) The peptide sequence is TSTLQEQIAW. The MHC is HLA-B40:01 with pseudo-sequence HLA-B40:01. The binding affinity (normalized) is 0.